From a dataset of Full USPTO retrosynthesis dataset with 1.9M reactions from patents (1976-2016). Predict the reactants needed to synthesize the given product. (1) Given the product [CH:1]1([CH2:6][C@H:7]([CH2:34][N:35]([CH:44]=[O:45])[OH:36])[C:8]([N:10]2[C@H:14]([C:15]([NH:17][C:18]3[CH:23]=[CH:22][N:21]=[CH:20][N:19]=3)=[O:16])[CH2:13][CH2:12][NH:11]2)=[O:9])[CH2:2][CH2:3][CH2:4][CH2:5]1, predict the reactants needed to synthesize it. The reactants are: [CH:1]1([CH2:6][C@H:7]([CH2:34][N:35]([CH:44]=[O:45])[O:36]CC2C=CC=CC=2)[C:8]([N:10]2[C@H:14]([C:15]([NH:17][C:18]3[CH:23]=[CH:22][N:21]=[CH:20][N:19]=3)=[O:16])[CH2:13][CH2:12][N:11]2C(OCC2C=CC=CC=2)=O)=[O:9])[CH2:5][CH2:4][CH2:3][CH2:2]1. (2) Given the product [CH2:1]([O:3][C:4]([C:6]1[O:7][C:8]2[CH:15]=[CH:14][CH:13]=[C:12]([N:16]([C:17](=[O:19])[CH3:18])[CH3:21])[C:9]=2[C:10]=1[CH3:11])=[O:5])[CH3:2], predict the reactants needed to synthesize it. The reactants are: [CH2:1]([O:3][C:4]([C:6]1[O:7][C:8]2[CH:15]=[CH:14][CH:13]=[C:12]([NH:16][C:17](=[O:19])[CH3:18])[C:9]=2[C:10]=1[CH3:11])=[O:5])[CH3:2].I[CH3:21].[H-].[Na+]. (3) Given the product [Cl:1][C:2]1[CH:3]=[CH:4][C:5]([C:28]([F:30])([F:29])[F:31])=[C:6]([CH:27]=1)[CH2:7][N:8]1[CH2:13][CH2:12][NH:11][C:10]2[N:14]=[CH:15][C:16]([C:18]3[CH:19]=[CH:20][C:21]([C:22]([N:35]4[CH2:36][CH2:37][N:32]([CH2:38][CH2:39][C:40]5[CH:45]=[CH:44][CH:43]=[CH:42][N:41]=5)[CH2:33][CH2:34]4)=[O:23])=[CH:25][CH:26]=3)=[CH:17][C:9]1=2, predict the reactants needed to synthesize it. The reactants are: [Cl:1][C:2]1[CH:3]=[CH:4][C:5]([C:28]([F:31])([F:30])[F:29])=[C:6]([CH:27]=1)[CH2:7][N:8]1[CH2:13][CH2:12][NH:11][C:10]2[N:14]=[CH:15][C:16]([C:18]3[CH:26]=[CH:25][C:21]([C:22](O)=[O:23])=[CH:20][CH:19]=3)=[CH:17][C:9]1=2.[N:32]1([CH2:38][CH2:39][C:40]2[CH:45]=[CH:44][CH:43]=[CH:42][N:41]=2)[CH2:37][CH2:36][NH:35][CH2:34][CH2:33]1. (4) Given the product [CH2:2]([O:9][C:10]1[CH:11]=[CH:12][C:13]([NH:14][C:21]2[CH:20]=[CH:19][C:18]([F:17])=[C:23]([F:24])[CH:22]=2)=[CH:15][CH:16]=1)[C:3]1[CH:4]=[CH:5][CH:6]=[CH:7][CH:8]=1, predict the reactants needed to synthesize it. The reactants are: Cl.[CH2:2]([O:9][C:10]1[CH:16]=[CH:15][C:13]([NH2:14])=[CH:12][CH:11]=1)[C:3]1[CH:8]=[CH:7][CH:6]=[CH:5][CH:4]=1.[F:17][C:18]1[CH:19]=[C:20](Br)[CH:21]=[CH:22][C:23]=1[F:24].C1C=CC(P(C2C(C3C(P(C4C=CC=CC=4)C4C=CC=CC=4)=CC=C4C=3C=CC=C4)=C3C(C=CC=C3)=CC=2)C2C=CC=CC=2)=CC=1.C([O-])([O-])=O.[Cs+].[Cs+]. (5) Given the product [CH3:25][O:24][C:22](=[O:23])[CH:21]([C:19]#[N:20])[CH:10]([CH3:11])[C:9](=[O:12])[C:4]1[CH:5]=[CH:6][CH:7]=[CH:8][C:3]=1[C:2]([F:1])([F:13])[F:14], predict the reactants needed to synthesize it. The reactants are: [F:1][C:2]([F:14])([F:13])[C:3]1[CH:8]=[CH:7][CH:6]=[CH:5][C:4]=1[C:9](=[O:12])[CH2:10][CH3:11].BrBr.[H-].[Na+].[C:19]([CH2:21][C:22]([O:24][CH3:25])=[O:23])#[N:20].BrC(C)C(C1C=CC=CC=1C(F)(F)F)=O. (6) Given the product [Si:3]([O:20][CH2:21][CH2:22][O:23][CH2:24][C@H:25]([O:36][C:38]1[C:39]2[N:46]=[N:45][N:44]([C:47]3[CH:52]=[CH:51][CH:50]=[CH:49][C:48]=3[CH3:53])[C:40]=2[N:41]=[CH:42][N:43]=1)[C:26]([NH:28][C:29]1[CH:34]=[CH:33][C:32]([Cl:35])=[CH:31][N:30]=1)=[O:27])([C:16]([CH3:17])([CH3:18])[CH3:19])([C:10]1[CH:11]=[CH:12][CH:13]=[CH:14][CH:15]=1)[C:4]1[CH:5]=[CH:6][CH:7]=[CH:8][CH:9]=1, predict the reactants needed to synthesize it. The reactants are: [H-].[Na+].[Si:3]([O:20][CH2:21][CH2:22][O:23][CH2:24][C@H:25]([OH:36])[C:26]([NH:28][C:29]1[CH:34]=[CH:33][C:32]([Cl:35])=[CH:31][N:30]=1)=[O:27])([C:16]([CH3:19])([CH3:18])[CH3:17])([C:10]1[CH:15]=[CH:14][CH:13]=[CH:12][CH:11]=1)[C:4]1[CH:9]=[CH:8][CH:7]=[CH:6][CH:5]=1.Cl[C:38]1[C:39]2[N:46]=[N:45][N:44]([C:47]3[CH:52]=[CH:51][CH:50]=[CH:49][C:48]=3[CH3:53])[C:40]=2[N:41]=[CH:42][N:43]=1.C(O)(=O)CC(CC(O)=O)(C(O)=O)O. (7) Given the product [Br:2][C:3]1[CH:9]=[C:8]([Br:10])[CH:7]=[C:6]([Br:11])[C:4]=1[I:16], predict the reactants needed to synthesize it. The reactants are: Cl.[Br:2][C:3]1[CH:9]=[C:8]([Br:10])[CH:7]=[C:6]([Br:11])[C:4]=1N.N([O-])=O.[Na+].[I-:16].[K+]. (8) The reactants are: CC1(C)C2C(=CC=CC=2)N(C([NH:13][CH2:14][CH:15]2[CH2:20][CH2:19][N:18]([CH2:21][CH2:22][C:23]([OH:25])=[O:24])[CH2:17][CH2:16]2)=O)C1=O.F[C:29](F)(F)[C:30](O)=O. Given the product [NH2:13][CH2:14][CH:15]1[CH2:16][CH2:17][N:18]([CH2:21][CH2:22][C:23]([O:25][CH2:29][CH3:30])=[O:24])[CH2:19][CH2:20]1, predict the reactants needed to synthesize it. (9) The reactants are: [CH3:1][O:2][C:3]1[CH:10]=[CH:9][C:8]([O:11][CH3:12])=[CH:7][C:4]=1[CH2:5][NH2:6].C[O:14][C:15](=O)/[CH:16]=[C:17](/[O:20][CH3:21])\[CH2:18]Cl. Given the product [CH3:1][O:2][C:3]1[CH:10]=[CH:9][C:8]([O:11][CH3:12])=[CH:7][C:4]=1[CH2:5][N:6]1[CH2:18][C:17]([O:20][CH3:21])=[CH:16][C:15]1=[O:14], predict the reactants needed to synthesize it.